From a dataset of Forward reaction prediction with 1.9M reactions from USPTO patents (1976-2016). Predict the product of the given reaction. (1) Given the reactants [C:1]([C:3]1[CH:8]=[CH:7][C:6](/[CH:9]=[CH:10]/[C:11]([OH:13])=[O:12])=[CH:5][C:4]=1[CH3:14])#[N:2], predict the reaction product. The product is: [C:1]([C:3]1[CH:8]=[CH:7][C:6]([CH2:9][CH2:10][C:11]([OH:13])=[O:12])=[CH:5][C:4]=1[CH3:14])#[N:2]. (2) Given the reactants [OH:1][CH2:2][C:3]1[CH:4]=[C:5]([CH:16]=[CH:17][C:18]=1[O:19][CH3:20])[CH2:6][CH:7]([C:12]([O:14][CH3:15])=[O:13])[C:8]([O:10][CH3:11])=[O:9].[CH3:21][O:22][C:23]1[CH:24]=[C:25]([N:29]=[C:30]=[O:31])[CH:26]=[CH:27][CH:28]=1, predict the reaction product. The product is: [CH3:20][O:19][C:18]1[CH:17]=[CH:16][C:5]([CH2:6][CH:7]([C:8]([O:10][CH3:11])=[O:9])[C:12]([O:14][CH3:15])=[O:13])=[CH:4][C:3]=1[CH2:2][O:1][C:30]([NH:29][C:25]1[CH:26]=[CH:27][CH:28]=[C:23]([O:22][CH3:21])[CH:24]=1)=[O:31]. (3) Given the reactants [CH3:1][O:2][C:3](=[O:18])[C@@H:4]([CH2:8][NH:9][C:10](=[O:17])[C:11]1[CH:16]=[CH:15][CH:14]=[CH:13][CH:12]=1)[C@H:5]([OH:7])[CH3:6].COC(=O)[C@H](CNC(=O)C1C=CC=CC=1)[C@H](O)C, predict the reaction product. The product is: [CH3:1][O:2][C:3](=[O:18])[CH:4]([CH2:8][NH:9][C:10](=[O:17])[C:11]1[CH:12]=[CH:13][CH:14]=[CH:15][CH:16]=1)[C:5](=[O:7])[CH3:6]. (4) Given the reactants FC1CCN(C2C=CN3C=C(C4C=CC=CC=4)N=C3C=2)CC1.Br[C:24]1[CH:29]=[CH:28][N:27]2[CH:30]=[C:31]([C:33]3[CH:34]=[C:35]([CH3:39])[CH:36]=[CH:37][CH:38]=3)[N:32]=[C:26]2[CH:25]=1.Cl.[CH3:41][O:42][C@@H:43]1[CH2:47][CH2:46][NH:45][CH2:44]1, predict the reaction product. The product is: [CH3:41][O:42][C@@H:43]1[CH2:47][CH2:46][N:45]([C:24]2[CH:29]=[CH:28][N:27]3[CH:30]=[C:31]([C:33]4[CH:34]=[C:35]([CH3:39])[CH:36]=[CH:37][CH:38]=4)[N:32]=[C:26]3[CH:25]=2)[CH2:44]1. (5) Given the reactants [C:1]1(C(CCCC)CN)[CH:6]=CC=C[CH:2]=1.Cl.[C:15]1([CH:21]([CH2:50]C(C)C)[CH2:22][N:23]([CH2:36][CH2:37][CH2:38][O:39][C:40]2[CH2:41][C:42](=[CH:46][C:47]([OH:49])=[O:48])[CH:43]=[CH:44][CH:45]=2)[CH2:24][C:25]2[CH:30]=[CH:29][CH:28]=[C:27]([C:31]([F:34])([F:33])[F:32])[C:26]=2[Cl:35])[CH:20]=[CH:19][CH:18]=[CH:17][CH:16]=1, predict the reaction product. The product is: [ClH:35].[C:15]1([CH:21]([CH2:50][CH2:2][CH2:1][CH3:6])[CH2:22][N:23]([CH2:36][CH2:37][CH2:38][O:39][C:40]2[CH2:41][C:42](=[CH:46][C:47]([OH:49])=[O:48])[CH:43]=[CH:44][CH:45]=2)[CH2:24][C:25]2[CH:30]=[CH:29][CH:28]=[C:27]([C:31]([F:33])([F:34])[F:32])[C:26]=2[Cl:35])[CH:16]=[CH:17][CH:18]=[CH:19][CH:20]=1. (6) Given the reactants [C:1](Cl)(=[O:5])[C:2](Cl)=O.[Br:7][C:8]1[C:13]([C:14](O)=O)=CC=[N:10][CH:9]=1.Cl.O1CCOCC1.[NH:24]1[CH2:28][CH2:27][CH2:26][CH2:25]1.C(N(CC)CC)C, predict the reaction product. The product is: [Br:7][C:8]1[CH:13]=[CH:14][C:2]([C:1]([N:24]2[CH2:28][CH2:27][CH2:26][CH2:25]2)=[O:5])=[N:10][CH:9]=1.